From a dataset of Catalyst prediction with 721,799 reactions and 888 catalyst types from USPTO. Predict which catalyst facilitates the given reaction. (1) Reactant: [OH:1][CH2:2][C:3]1[CH:29]=[CH:28][C:6]([CH2:7][C@@H:8]2[CH2:13][N:12]([C:14]([O:16][C:17]([CH3:20])([CH3:19])[CH3:18])=[O:15])[CH2:11][CH2:10][N:9]2C(OC(C)(C)C)=O)=[CH:5][CH:4]=1.C(O)(C(F)(F)F)=O. Product: [OH:1][CH2:2][C:3]1[CH:4]=[CH:5][C:6]([CH2:7][C@H:8]2[NH:9][CH2:10][CH2:11][N:12]([C:14]([O:16][C:17]([CH3:18])([CH3:20])[CH3:19])=[O:15])[CH2:13]2)=[CH:28][CH:29]=1. The catalyst class is: 22. (2) Reactant: [Br:1][C:2]1[CH:3]=[C:4]([CH:12]=[CH:13][C:14]=1[CH3:15])[C:5]([N:7]([CH:9]1[CH2:11][CH2:10]1)[CH3:8])=O.C(=O)([O-])[O-].[Na+].[Na+]. Product: [Br:1][C:2]1[CH:3]=[C:4]([CH:12]=[CH:13][C:14]=1[CH3:15])[CH2:5][N:7]([CH:9]1[CH2:10][CH2:11]1)[CH3:8]. The catalyst class is: 7.